Dataset: Full USPTO retrosynthesis dataset with 1.9M reactions from patents (1976-2016). Task: Predict the reactants needed to synthesize the given product. (1) Given the product [Cl:18][C:13]1[CH:12]=[C:11]([C@H:10]([NH:19][C:20]([N:22]2[CH2:31][CH2:30][C:29]3[CH:28]=[N:27][C:26]([NH:32][CH:33]4[CH2:38][CH2:37][O:36][CH2:35][CH2:34]4)=[N:25][C:24]=3[CH2:23]2)=[O:21])[CH2:9][OH:8])[CH:16]=[CH:15][C:14]=1[Cl:17], predict the reactants needed to synthesize it. The reactants are: [Si]([O:8][CH2:9][C@@H:10]([NH:19][C:20]([N:22]1[CH2:31][CH2:30][C:29]2[CH:28]=[N:27][C:26]([NH:32][CH:33]3[CH2:38][CH2:37][O:36][CH2:35][CH2:34]3)=[N:25][C:24]=2[CH2:23]1)=[O:21])[C:11]1[CH:16]=[CH:15][C:14]([Cl:17])=[C:13]([Cl:18])[CH:12]=1)(C(C)(C)C)(C)C.C(Cl)Cl.Cl. (2) Given the product [CH2:8]([O:7][C:1]([C:2]1[N:18]=[N:17][N:16]([CH2:15][C:14]2[CH:19]=[C:20]([C:22]([F:25])([F:24])[F:23])[CH:21]=[C:12]([C:11]([F:10])([F:26])[F:27])[CH:13]=2)[C:3]=1[CH3:5])=[O:6])[CH3:9], predict the reactants needed to synthesize it. The reactants are: [C:1]([O:7][CH2:8][CH3:9])(=[O:6])[CH2:2][C:3]([CH3:5])=O.[F:10][C:11]([F:27])([F:26])[C:12]1[CH:13]=[C:14]([CH:19]=[C:20]([C:22]([F:25])([F:24])[F:23])[CH:21]=1)[CH2:15][N:16]=[N+:17]=[N-:18].C(=O)([O-])[O-].[K+].[K+]. (3) Given the product [Cl:41][C:38]1[CH:39]=[CH:40][C:31]([NH:30][C:24]([C@@H:23]2[CH2:27][CH2:28][CH2:29][N:22]2[C:20]([O:19][C:15]([CH3:16])([CH3:17])[CH3:18])=[O:21])=[O:26])=[C:32]([C:33]([O:35][CH3:36])=[O:34])[CH:37]=1, predict the reactants needed to synthesize it. The reactants are: C(N(CC)CC)C.CC(C)(C)C(Cl)=O.[C:15]([O:19][C:20]([N:22]1[CH2:29][CH2:28][CH2:27][C@H:23]1[C:24]([OH:26])=O)=[O:21])([CH3:18])([CH3:17])[CH3:16].[NH2:30][C:31]1[CH:40]=[CH:39][C:38]([Cl:41])=[CH:37][C:32]=1[C:33]([O:35][CH3:36])=[O:34]. (4) Given the product [C:7]([O:11][C:12]([N:14]1[CH2:15][CH2:16][CH:17]([C:20]2[C:29]3[C:24](=[CH:25][C:26]([O:42][CH2:41][CH2:40][CH2:39][N:36]4[CH2:35][CH2:34][N:33]([CH3:32])[CH2:38][CH2:37]4)=[C:27]([F:30])[CH:28]=3)[N:23]=[CH:22][N:21]=2)[CH2:18][CH2:19]1)=[O:13])([CH3:9])([CH3:8])[CH3:10], predict the reactants needed to synthesize it. The reactants are: CC([O-])(C)C.[K+].[C:7]([O:11][C:12]([N:14]1[CH2:19][CH2:18][CH:17]([C:20]2[C:29]3[C:24](=[CH:25][C:26](F)=[C:27]([F:30])[CH:28]=3)[N:23]=[CH:22][N:21]=2)[CH2:16][CH2:15]1)=[O:13])([CH3:10])([CH3:9])[CH3:8].[CH3:32][N:33]1[CH2:38][CH2:37][N:36]([CH2:39][CH2:40][CH2:41][OH:42])[CH2:35][CH2:34]1. (5) Given the product [CH3:40][O:39][CH2:38][CH2:37][CH2:36][N:32]1[C:31]2[CH:41]=[C:27]([CH2:26][O:25][CH:10]3[CH:9]([C:6]4[CH:7]=[CH:8][C:3]([CH2:2][N:50]5[CH2:51][CH2:52][CH:48]([C:42]6[CH:47]=[CH:46][CH:45]=[CH:44][CH:43]=6)[CH2:49]5)=[CH:4][CH:5]=4)[CH2:14][CH2:13][N:12]([C:15]([O:17][CH2:18][C:19]4[CH:24]=[CH:23][CH:22]=[CH:21][CH:20]=4)=[O:16])[CH2:11]3)[CH:28]=[CH:29][C:30]=2[O:35][CH2:34][CH2:33]1, predict the reactants needed to synthesize it. The reactants are: Cl[CH2:2][C:3]1[CH:8]=[CH:7][C:6]([CH:9]2[CH2:14][CH2:13][N:12]([C:15]([O:17][CH2:18][C:19]3[CH:24]=[CH:23][CH:22]=[CH:21][CH:20]=3)=[O:16])[CH2:11][CH:10]2[O:25][CH2:26][C:27]2[CH:28]=[CH:29][C:30]3[O:35][CH2:34][CH2:33][N:32]([CH2:36][CH2:37][CH2:38][O:39][CH3:40])[C:31]=3[CH:41]=2)=[CH:5][CH:4]=1.[C:42]1([CH:48]2[CH2:52][CH2:51][NH:50][CH2:49]2)[CH:47]=[CH:46][CH:45]=[CH:44][CH:43]=1.[H-].[Na+].